Task: Predict the product of the given reaction.. Dataset: Forward reaction prediction with 1.9M reactions from USPTO patents (1976-2016) (1) Given the reactants [NH2:1][C@@H:2]1[CH2:6][CH2:5][N:4]([C:7]([O:9][C:10]([CH3:13])([CH3:12])[CH3:11])=[O:8])[CH2:3]1.C(N(CC)CC)C.[Br:21][C:22]1[CH:27]=[CH:26][C:25]([Br:28])=[CH:24][C:23]=1[S:29](Cl)(=[O:31])=[O:30], predict the reaction product. The product is: [Br:21][C:22]1[CH:27]=[CH:26][C:25]([Br:28])=[CH:24][C:23]=1[S:29]([NH:1][C@@H:2]1[CH2:6][CH2:5][N:4]([C:7]([O:9][C:10]([CH3:13])([CH3:12])[CH3:11])=[O:8])[CH2:3]1)(=[O:31])=[O:30]. (2) The product is: [CH:1]1([CH2:8][C:9]([NH:11][C:12]2[CH:21]=[CH:20][CH:19]=[C:18]3[C:13]=2[CH:14]=[CH:15][N:16]([C@H:23]([CH3:28])[C:24]([OH:26])=[O:25])[C:17]3=[O:22])=[O:10])[CH2:7][CH2:6][CH2:5][CH2:4][CH2:3][CH2:2]1. Given the reactants [CH:1]1([CH2:8][C:9]([NH:11][C:12]2[CH:21]=[CH:20][CH:19]=[C:18]3[C:13]=2[CH:14]=[CH:15][N:16]([C@H:23]([CH3:28])[C:24]([O:26]C)=[O:25])[C:17]3=[O:22])=[O:10])[CH2:7][CH2:6][CH2:5][CH2:4][CH2:3][CH2:2]1.[OH-].[Li+].C(O)(C)(C)C.O.Cl, predict the reaction product. (3) Given the reactants [N+:1]([C:4]1[CH:8]=[CH:7][N:6]([CH2:9][CH2:10][OH:11])[N:5]=1)([O-])=O.[H][H], predict the reaction product. The product is: [NH2:1][C:4]1[CH:8]=[CH:7][N:6]([CH2:9][CH2:10][OH:11])[N:5]=1. (4) Given the reactants CO[C:3]([C:5]1[NH:6][N:7]=[C:8]([O:10][CH2:11][C:12]2[C:13]([C:18]3[CH:23]=[CH:22][C:21]([F:24])=[CH:20][N:19]=3)=[N:14][O:15][C:16]=2[CH3:17])[CH:9]=1)=[O:4].[CH:25]([NH2:28])([CH3:27])[CH3:26], predict the reaction product. The product is: [CH:25]([NH:28][C:3]([C:5]1[NH:6][N:7]=[C:8]([O:10][CH2:11][C:12]2[C:13]([C:18]3[CH:23]=[CH:22][C:21]([F:24])=[CH:20][N:19]=3)=[N:14][O:15][C:16]=2[CH3:17])[CH:9]=1)=[O:4])([CH3:27])[CH3:26]. (5) Given the reactants [O:1]1[CH2:5][CH2:4][CH2:3][CH:2]1[CH2:6][OH:7].Cl[C:9]1[N:10]=[C:11]([OH:19])[C:12]2[CH:18]=[CH:17][N:16]=[CH:15][C:13]=2[N:14]=1, predict the reaction product. The product is: [O:1]1[CH2:5][CH2:4][CH2:3][CH:2]1[CH2:6][O:7][C:9]1[N:10]=[C:11]([OH:19])[C:12]2[CH:18]=[CH:17][N:16]=[CH:15][C:13]=2[N:14]=1.